From a dataset of Full USPTO retrosynthesis dataset with 1.9M reactions from patents (1976-2016). Predict the reactants needed to synthesize the given product. (1) Given the product [C:1]([NH:5][C:6](=[O:36])[CH2:7][C:8]1[CH:13]=[CH:12][C:11]([C:14]([C:19]2[CH:24]=[CH:23][C:22]([O:25][CH2:26][C@@H:27]([OH:28])[CH2:31][OH:30])=[C:21]([CH3:34])[CH:20]=2)([CH2:15][CH3:16])[CH2:17][CH3:18])=[CH:10][C:9]=1[CH3:35])([CH3:4])([CH3:2])[CH3:3], predict the reactants needed to synthesize it. The reactants are: [C:1]([NH:5][C:6](=[O:36])[CH2:7][C:8]1[CH:13]=[CH:12][C:11]([C:14]([C:19]2[CH:24]=[CH:23][C:22]([O:25][CH2:26][C@@H:27]3[CH2:31][O:30]C(C)(C)[O:28]3)=[C:21]([CH3:34])[CH:20]=2)([CH2:17][CH3:18])[CH2:15][CH3:16])=[CH:10][C:9]=1[CH3:35])([CH3:4])([CH3:3])[CH3:2].C(O)(C(F)(F)F)=O.C([O-])(O)=O.[Na+]. (2) Given the product [OH:3][CH2:4][C:6]1[CH:7]=[N:8][C:9]([Cl:23])=[CH:10][C:11]=1[NH:12][CH2:13][C:14]1[CH:19]=[CH:18][C:17]([O:20][CH3:21])=[C:16]([Cl:22])[CH:15]=1, predict the reactants needed to synthesize it. The reactants are: C([O:3][C:4]([C:6]1[CH:7]=[N:8][C:9]([Cl:23])=[CH:10][C:11]=1[NH:12][CH2:13][C:14]1[CH:19]=[CH:18][C:17]([O:20][CH3:21])=[C:16]([Cl:22])[CH:15]=1)=O)C.[H-].[Al+3].[Li+].[H-].[H-].[H-].CC(C)=O. (3) Given the product [Cl:1][C:2]1[C:10]([F:11])=[CH:9][CH:8]=[CH:7][C:3]=1[C:4]([NH:20][CH2:19][CH:18]([C:12]1[CH:13]=[CH:14][CH:15]=[CH:16][CH:17]=1)[C:21]1[CH:22]=[N:23][C:24]([C:27]([F:30])([F:28])[F:29])=[CH:25][CH:26]=1)=[O:6], predict the reactants needed to synthesize it. The reactants are: [Cl:1][C:2]1[C:10]([F:11])=[CH:9][CH:8]=[CH:7][C:3]=1[C:4]([OH:6])=O.[C:12]1([CH:18]([C:21]2[CH:22]=[N:23][C:24]([C:27]([F:30])([F:29])[F:28])=[CH:25][CH:26]=2)[CH2:19][NH2:20])[CH:17]=[CH:16][CH:15]=[CH:14][CH:13]=1. (4) Given the product [O:9]1[CH:10]=[CH:11][CH:12]=[C:8]1[C:6]1[C:5]([CH3:13])([CH3:14])[C:4](=[O:15])[N:16]([C:18]2[CH:37]=[CH:36][C:21]([C:22]([NH:24][CH:25]3[CH2:26][C:27]([CH3:34])([CH3:35])[N:28]([CH3:33])[C:29]([CH3:32])([CH3:31])[CH2:30]3)=[O:23])=[CH:20][CH:19]=2)[N:17]=1, predict the reactants needed to synthesize it. The reactants are: C(O[C:4](=[O:15])[C:5]([CH3:14])([CH3:13])[C:6]([C:8]1[O:9][CH:10]=[CH:11][CH:12]=1)=O)C.[NH:16]([C:18]1[CH:37]=[CH:36][C:21]([C:22]([NH:24][CH:25]2[CH2:30][C:29]([CH3:32])([CH3:31])[N:28]([CH3:33])[C:27]([CH3:35])([CH3:34])[CH2:26]2)=[O:23])=[CH:20][CH:19]=1)[NH2:17].